Task: Predict the product of the given reaction.. Dataset: Forward reaction prediction with 1.9M reactions from USPTO patents (1976-2016) The product is: [C:35]([NH:38][S:39]([C:42]1[S:46][C:45]([C:19]2[N:18]=[CH:17][N:16]([C:11]3[N:10]=[C:9]([C:4]4[CH:5]=[CH:6][C:7]([Cl:8])=[C:2]([Cl:1])[CH:3]=4)[CH:14]=[C:13]([CH3:15])[N:12]=3)[CH:20]=2)=[CH:44][CH:43]=1)(=[O:40])=[O:41])([CH3:37])([CH3:34])[CH3:36]. Given the reactants [Cl:1][C:2]1[CH:3]=[C:4]([C:9]2[CH:14]=[C:13]([CH3:15])[N:12]=[C:11]([N:16]3[CH:20]=[C:19]([Sn](CCCC)(CCCC)CCCC)[N:18]=[CH:17]3)[N:10]=2)[CH:5]=[CH:6][C:7]=1[Cl:8].[CH3:34][C:35]([NH:38][S:39]([C:42]1[S:46][C:45](Br)=[CH:44][CH:43]=1)(=[O:41])=[O:40])([CH3:37])[CH3:36].CCCCCC, predict the reaction product.